This data is from Forward reaction prediction with 1.9M reactions from USPTO patents (1976-2016). The task is: Predict the product of the given reaction. (1) Given the reactants [I:1]N1C(=O)CCC1=O.C1(C)C=CC(S(O)(=O)=O)=CC=1.[N:20]1[C:29]2[C:24](=[CH:25][N:26]=[CH:27][CH:28]=2)[CH:23]=[CH:22][C:21]=1[C:30]([O:32][CH2:33][CH3:34])=[O:31].C(=O)([O-])[O-].[Na+].[Na+], predict the reaction product. The product is: [I:1][C:28]1[CH:27]=[N:26][CH:25]=[C:24]2[C:29]=1[N:20]=[C:21]([C:30]([O:32][CH2:33][CH3:34])=[O:31])[CH:22]=[CH:23]2. (2) Given the reactants [CH3:1][O:2][C:3]1[CH:8]=[CH:7][C:6]([CH:9]([CH3:13])C(O)=O)=[CH:5][CH:4]=1.C([N:16]([CH2:19]C)CC)C.ClC(OCC)=[O:23].[NH4+].[OH-], predict the reaction product. The product is: [CH3:1][O:2][C:3]1[CH:4]=[CH:5][C:6]([CH2:9][CH2:13][C:19]([NH2:16])=[O:23])=[CH:7][CH:8]=1. (3) Given the reactants [F:1][C:2]([F:16])([F:15])[C:3]1[CH:4]=[C:5]([C:9]2[N:10]=[C:11]([NH2:14])[NH:12][N:13]=2)[CH:6]=[CH:7][CH:8]=1.[H-].[Na+].[Cl:19][C:20]1[CH:21]=[CH:22][C:23]([N+:29]([O-:31])=[O:30])=[C:24]([CH:28]=1)[C:25](Cl)=[O:26], predict the reaction product. The product is: [Cl:19][C:20]1[CH:21]=[CH:22][C:23]([N+:29]([O-:31])=[O:30])=[C:24]([CH:28]=1)[C:25]([NH:14][C:11]1[NH:12][N:13]=[C:9]([C:5]2[CH:6]=[CH:7][CH:8]=[C:3]([C:2]([F:15])([F:1])[F:16])[CH:4]=2)[N:10]=1)=[O:26]. (4) Given the reactants [Cl:1][C:2]1[NH:3][C:4](I)=[C:5]([N+:7]([O-:9])=[O:8])[N:6]=1.C(N(CC)CC)C.[H][H], predict the reaction product. The product is: [Cl:1][C:2]1[NH:3][CH:4]=[C:5]([N+:7]([O-:9])=[O:8])[N:6]=1. (5) Given the reactants [CH3:1][C:2]([C:4]1[CH:9]=[CH:8][C:7]([O:10][CH3:11])=[C:6]([O:12][CH3:13])[CH:5]=1)=[O:3].[CH3:14][O:15][C:16]1[CH:17]=[C:18]([NH:26][C:27]2[N:34]=[CH:33][CH:32]=[CH:31][C:28]=2[CH:29]=O)[CH:19]=[C:20]([O:24][CH3:25])[C:21]=1[O:22][CH3:23].Cl, predict the reaction product. The product is: [CH3:13][O:12][C:6]1[CH:5]=[C:4]([C:2](=[O:3])/[CH:1]=[CH:29]/[C:28]2[C:27]([NH:26][C:18]3[CH:19]=[C:20]([O:24][CH3:25])[C:21]([O:22][CH3:23])=[C:16]([O:15][CH3:14])[CH:17]=3)=[N:34][CH:33]=[CH:32][CH:31]=2)[CH:9]=[CH:8][C:7]=1[O:10][CH3:11]. (6) Given the reactants [CH3:1][C:2]1([CH3:33])[CH2:11][CH:10]=[C:9]([C:12]2[CH:17]=[CH:16][C:15]([CH3:18])=[CH:14][CH:13]=2)[C:8]2[CH:7]=[C:6]([C:19]([NH:21][C:22]3[CH:32]=[CH:31][C:25]([C:26]([O:28][CH2:29][CH3:30])=[O:27])=[CH:24][CH:23]=3)=O)[CH:5]=[CH:4][C:3]1=2.COC1C=CC(P2(=S)SP(=S)(C3C=CC(OC)=CC=3)[S:43]2)=CC=1, predict the reaction product. The product is: [CH3:1][C:2]1([CH3:33])[CH2:11][CH:10]=[C:9]([C:12]2[CH:17]=[CH:16][C:15]([CH3:18])=[CH:14][CH:13]=2)[C:8]2[CH:7]=[C:6]([C:19]([NH:21][C:22]3[CH:32]=[CH:31][C:25]([C:26]([O:28][CH2:29][CH3:30])=[O:27])=[CH:24][CH:23]=3)=[S:43])[CH:5]=[CH:4][C:3]1=2.